Dataset: Experimentally validated miRNA-target interactions with 360,000+ pairs, plus equal number of negative samples. Task: Binary Classification. Given a miRNA mature sequence and a target amino acid sequence, predict their likelihood of interaction. (1) The miRNA is hsa-miR-5581-3p with sequence UUCCAUGCCUCCUAGAAGUUCC. The protein sequence of the target gene is MEAALLGLCNWSTLGVCAALKLPQISAVLAARSARGLSLPSLLLELAGFLVFLRYQCYYGYPPLTYLEYPILIAQDVILLLCIFHFNGNVKQATPYIAVLVSSWFILALQKWIIDLAMNLCTFISAASKFAQLQCLWKTRDSGTVSALTWSLSSYTCATRIITTLMTTNDFTILLRFVIMLALNIWVTVTVLRYRKTAIKAE. Result: 0 (no interaction). (2) The miRNA is hsa-miR-500b-3p with sequence GCACCCAGGCAAGGAUUCUG. The protein sequence of the target gene is MDESSELGVLETMETLTELGDELTLGDIDEMLQFVSNQVGEFPDLFSEQLCSSFPGGGSNGGSGNNSSGRGNNGGATDPAVQRSFSQVPLSTFSPSAASPQAPALQVKVSPTPPRATPVLQPRPQPQPQPPAQLQQQTVMITPTFSTAPQTRIIQQPLIYQNAATSFQVLQPQVQSLVTSPQVQPVTIQQQVQTVQAQRVLTQTANGTLQTLAPATVQTVAAPQVQQVPVLVQPQIIKTDSLVLTTLKTDGSPVMAAVQNPALTALTAPIQTAALQVPTLVGSNGTILTTMPVMMGQEKV.... Result: 0 (no interaction). (3) The miRNA is cel-miR-58b-3p with sequence AGAGAUCAACCAUUGAGAUCCAA. The protein sequence of the target gene is MLAVVGAAALVLVAGAPWVLPSAAGGENLKPPENIDVYIIDDNYTLKWSSHGESMGSVTFSAEYRTKDEAKWLKVPECQHTTTTKCEFSLLDTNVYIKTQFRVRAEEGNSTSSWNEVDPFIPFYTAHMSPPEVRLEAEDKAILVHISPPGQDGNMWALEKPSFSYTIRIWQKSSSDKKTINSTYYVEKIPELLPETTYCLEVKAIHPSLKKHSNYSTVQCISTTVANKMPVPGNLQVDAQGKSYVLKWDYIASADVLFRAQWLPGYSKSSSGSRSDKWKPIPTCANVQTTHCVFSQDTVY.... Result: 0 (no interaction). (4) The miRNA is mmu-miR-1898 with sequence AGGUCAAGGUUCACAGGGGAUC. The protein sequence of the target gene is MAQQAADKYLYVDKNFINNPLAQADWAAKKLVWVPSSKNGFEPASLKEEVGEEAIVELVENGKKVKVNKDDIQKMNPPKFSKVEDMAELTCLNEASVLHNLKERYYSGLIYTYSGLFCVVINPYKNLPIYSEEIVEMYKGKKRHEMPPHIYAITDTAYRSMMQDREDQSILCTGESGAGKTENTKKVIQYLAHVASSHKSKKDQGELERQLLQANPILEAFGNAKTVKNDNSSRFGKFIRINFDVNGYIVGANIETYLLEKSRAIRQAKEERTFHIFYYLLSGAGEHLKTDLLLEPYNKY.... Result: 0 (no interaction). (5) The miRNA is hsa-miR-146a-5p with sequence UGAGAACUGAAUUCCAUGGGUU. The protein sequence of the target gene is MRIAVICFCLLGITCAIPVKQADSGSSEEKQLYNKYPDAVATWLNPDPSQKQNLLAPQNAVSSEETNDFKQETLPSKSNESHDHMDDMDDEDDDDHVDSQDSIDSNDSDDVDDTDDSHQSDESHHSDESDELVTDFPTDLPATEVFTPVVPTVDTYDGRGDSVVYGLRSKSKKFRRPDIQYPDATDEDITSHMESEELNGAYKAIPVAQDLNAPSDWDSRGKDSYETSQLDDQSAETHSHKQSRLYKRKANDESNEHSDVIDSQELSKVSREFHSHEFHSHEDMLVVDPKSKEEDKHLKF.... Result: 1 (interaction).